From a dataset of Full USPTO retrosynthesis dataset with 1.9M reactions from patents (1976-2016). Predict the reactants needed to synthesize the given product. (1) Given the product [CH3:16][NH:17][C:18](=[O:19])[NH:1][C:2]1[S:3][C:4]([C:10]2[CH:11]=[CH:12][CH:13]=[CH:14][CH:15]=2)=[CH:5][C:6]=1[C:7]([NH2:9])=[O:8], predict the reactants needed to synthesize it. The reactants are: [NH2:1][C:2]1[S:3][C:4]([C:10]2[CH:15]=[CH:14][CH:13]=[CH:12][CH:11]=2)=[CH:5][C:6]=1[C:7]([NH2:9])=[O:8].[CH3:16][N:17]=[C:18]=[O:19]. (2) Given the product [CH:1]1([CH2:4][O:5][C:6]([C@@:8]23[CH2:17][N:16]([S:18]([C:21]4[CH:22]=[N:23][C:24]([N:38]5[CH2:43][CH2:42][O:41][CH2:40][CH2:39]5)=[CH:25][CH:26]=4)(=[O:20])=[O:19])[CH2:15][CH2:14][C:13]2=[CH:12][C:11]2[N:28]([C:31]4[CH:36]=[CH:35][C:34]([F:37])=[CH:33][CH:32]=4)[N:29]=[CH:30][C:10]=2[CH2:9]3)=[O:7])[CH2:3][CH2:2]1, predict the reactants needed to synthesize it. The reactants are: [CH:1]1([CH2:4][O:5][C:6]([C@@:8]23[CH2:17][N:16]([S:18]([C:21]4[CH:22]=[N:23][C:24](Cl)=[CH:25][CH:26]=4)(=[O:20])=[O:19])[CH2:15][CH2:14][C:13]2=[CH:12][C:11]2[N:28]([C:31]4[CH:36]=[CH:35][C:34]([F:37])=[CH:33][CH:32]=4)[N:29]=[CH:30][C:10]=2[CH2:9]3)=[O:7])[CH2:3][CH2:2]1.[NH:38]1[CH2:43][CH2:42][O:41][CH2:40][CH2:39]1.